Dataset: Rat liver microsome stability data. Task: Regression/Classification. Given a drug SMILES string, predict its absorption, distribution, metabolism, or excretion properties. Task type varies by dataset: regression for continuous measurements (e.g., permeability, clearance, half-life) or binary classification for categorical outcomes (e.g., BBB penetration, CYP inhibition). Dataset: rlm. (1) The molecule is NC(=O)C1CCN(c2nc(-c3ccc4c(c3)OCCO4)cs2)CC1. The result is 1 (stable in rat liver microsomes). (2) The drug is FC(F)(F)CNc1nc(NCc2ccc(-n3cncn3)cc2)nc2ccc(-c3ccc(OC4CC4)nc3)nc12. The result is 0 (unstable in rat liver microsomes). (3) The compound is CNC[C@H](O)CCN1c2ccccc2N(c2ccc(F)cc2F)S1(=O)=O. The result is 1 (stable in rat liver microsomes).